This data is from Reaction yield outcomes from USPTO patents with 853,638 reactions. The task is: Predict the reaction yield, written as a fraction of the theoretical maximum amount of product (1.0 means a 100% yield; for example, 0.34 means a 34% yield). (1) The reactants are [CH3:1][C:2]1[C:10]2[C:5](=[N:6][CH:7]=[N:8][C:9]=2[NH2:11])[NH:4][N:3]=1.C(=O)([O-])[O-].[Cs+].[Cs+].[I-].[K+].[Cl:20][C:21]1[C:22]([F:44])=[C:23]([CH:33]2[CH2:36][N:35]([C:37]([O:39][C:40]([CH3:43])([CH3:42])[CH3:41])=[O:38])[CH2:34]2)[C:24]([O:30][CH2:31][CH3:32])=[C:25]([CH:27](Cl)[CH3:28])[CH:26]=1. The catalyst is CN(C=O)C. The product is [NH2:11][C:9]1[N:8]=[CH:7][N:6]=[C:5]2[N:4]([CH:27]([C:25]3[C:24]([O:30][CH2:31][CH3:32])=[C:23]([CH:33]4[CH2:34][N:35]([C:37]([O:39][C:40]([CH3:42])([CH3:41])[CH3:43])=[O:38])[CH2:36]4)[C:22]([F:44])=[C:21]([Cl:20])[CH:26]=3)[CH3:28])[N:3]=[C:2]([CH3:1])[C:10]=12. The yield is 0.630. (2) The reactants are [C:1]([NH:4][CH2:5][CH2:6][CH2:7][S:8]([O:11][CH2:12][C:13]([CH3:29])([CH3:28])[C@@H:14](O)[C:15]([O:17][CH2:18][CH2:19][O:20][C:21]([O:23][CH:24]([CH3:26])[CH3:25])=[O:22])=[O:16])(=[O:10])=[O:9])(=[O:3])[CH3:2].[P:30](Cl)(OC1C=CC=CC=1)([O:32][C:33]1[CH:38]=[CH:37][CH:36]=[CH:35][CH:34]=1)=[O:31].C(N(CC)CC)C. The catalyst is ClCCl.CN(C1C=CN=CC=1)C. The product is [C:1]([NH:4][CH2:5][CH2:6][CH2:7][S:8]([O:11][CH2:12][C:13]([CH3:29])([CH3:28])[C@@H:14]([PH:30]([O:32][C:33]1[CH:38]=[CH:37][CH:36]=[CH:35][CH:34]=1)=[O:31])[C:15]([O:17][CH2:18][CH2:19][O:20][C:21]([O:23][CH:24]([CH3:26])[CH3:25])=[O:22])=[O:16])(=[O:10])=[O:9])(=[O:3])[CH3:2]. The yield is 0.810.